From a dataset of Reaction yield outcomes from USPTO patents with 853,638 reactions. Predict the reaction yield, written as a fraction of the theoretical maximum amount of product (1.0 means a 100% yield; for example, 0.34 means a 34% yield). (1) The reactants are [NH:1]1[CH2:6][CH2:5][CH:4]([OH:7])[CH2:3][CH2:2]1.[C:8]1(=O)[CH2:11][CH2:10][CH2:9]1.C(O[BH-](OC(=O)C)OC(=O)C)(=O)C.[Na+]. The catalyst is C(Cl)CCl. The product is [CH:8]1([N:1]2[CH2:6][CH2:5][CH:4]([OH:7])[CH2:3][CH2:2]2)[CH2:11][CH2:10][CH2:9]1. The yield is 0.815. (2) The reactants are O=C1C2C(=CC=CC=2)C(=O)[N:3]1[CH:12]1[CH2:17][CH2:16][N:15]([C:18]([O:20][C:21]([CH3:24])([CH3:23])[CH3:22])=[O:19])[CH2:14][CH2:13]1.C(O)C.O.NN.[ClH:31].O1CCOCC1. The catalyst is C(OCC)C.C(OCC)(=O)C. The product is [ClH:31].[NH2:3][CH:12]1[CH2:13][CH2:14][N:15]([C:18]([O:20][C:21]([CH3:24])([CH3:23])[CH3:22])=[O:19])[CH2:16][CH2:17]1. The yield is 1.00. (3) The reactants are [CH2:1]([O:8][N:9]1[C:15](=[O:16])[N:14]2[CH2:17][C@H:10]1[CH2:11][CH2:12][C@H:13]2[C:18]([OH:20])=O)[C:2]1[CH:7]=[CH:6][CH:5]=[CH:4][CH:3]=1.[NH2:21][N:22]1[CH2:27][CH2:26][N:25]([C:28]([O:30][C:31]([CH3:34])([CH3:33])[CH3:32])=[O:29])[CH2:24][CH2:23]1.ON1C2C=CC=CC=2N=N1.Cl.C(N=C=NCCCN(C)C)C. The catalyst is C(Cl)Cl.CN(C)C1C=CN=CC=1. The product is [CH2:1]([O:8][N:9]1[C:15](=[O:16])[N:14]2[CH2:17][C@H:10]1[CH2:11][CH2:12][C@H:13]2[C:18]([NH:21][N:22]1[CH2:23][CH2:24][N:25]([C:28]([O:30][C:31]([CH3:34])([CH3:33])[CH3:32])=[O:29])[CH2:26][CH2:27]1)=[O:20])[C:2]1[CH:3]=[CH:4][CH:5]=[CH:6][CH:7]=1. The yield is 0.880. (4) The reactants are [O:1]=[C:2]1[C:7]([CH2:8][C:9]2[CH:14]=[CH:13][C:12]([C:15]3[C:16]([C:21]#[N:22])=[CH:17][CH:18]=[CH:19][CH:20]=3)=[CH:11][CH:10]=2)=[C:6]([CH2:23][CH2:24][CH3:25])[N:5]2[N:26]=[CH:27][N:28]=[C:4]2[N:3]1[CH:29]1[CH2:34][CH2:33][CH:32]([O:35][CH2:36][CH:37]=C)[CH2:31][CH2:30]1.I([O-])(=O)(=O)=[O:40].[Na+].CC(C)=O.C(#N)C. The catalyst is C(OCC)(=O)C.O.[Os]=O. The product is [OH:40][CH2:37][CH2:36][O:35][C@H:32]1[CH2:33][CH2:34][C@H:29]([N:3]2[C:2](=[O:1])[C:7]([CH2:8][C:9]3[CH:14]=[CH:13][C:12]([C:15]4[C:16]([C:21]#[N:22])=[CH:17][CH:18]=[CH:19][CH:20]=4)=[CH:11][CH:10]=3)=[C:6]([CH2:23][CH2:24][CH3:25])[N:5]3[N:26]=[CH:27][N:28]=[C:4]23)[CH2:30][CH2:31]1. The yield is 0.200. (5) The reactants are [C:1]([C:5]1[C:6]([O:13][CH2:14][C:15]2[CH:20]=[CH:19][C:18]([O:21][CH3:22])=[CH:17][CH:16]=2)=[C:7]([CH:10]=[CH:11][CH:12]=1)[CH:8]=O)([CH3:4])([CH3:3])[CH3:2].[CH3:23][O:24][C:25]1[C:26]([NH2:31])=[CH:27][CH:28]=[CH:29][CH:30]=1.[C:32]1([Li])[CH:37]=[CH:36][CH:35]=[CH:34][CH:33]=1.C(OCCCC)CCC. The catalyst is C1COCC1.O.C1(C)C=CC=CC=1. The product is [C:1]([C:5]1[C:6]([O:13][CH2:14][C:15]2[CH:16]=[CH:17][C:18]([O:21][CH3:22])=[CH:19][CH:20]=2)=[C:7]([CH:8]([C:32]2[CH:37]=[CH:36][CH:35]=[CH:34][CH:33]=2)[NH:31][C:26]2[CH:27]=[CH:28][CH:29]=[CH:30][C:25]=2[O:24][CH3:23])[CH:10]=[CH:11][CH:12]=1)([CH3:4])([CH3:3])[CH3:2]. The yield is 0.750.